Dataset: Forward reaction prediction with 1.9M reactions from USPTO patents (1976-2016). Task: Predict the product of the given reaction. (1) The product is: [Cl:8][C:5]1[CH:6]=[CH:7][C:2]([C:2]2[CH:7]=[CH:6][C:5]([C:2]3[CH:7]=[CH:6][C:5]([Cl:8])=[CH:4][C:3]=3[N+:9]([O-:11])=[O:10])=[CH:4][CH:3]=2)=[C:3]([N+:9]([O-:11])=[O:10])[CH:4]=1. Given the reactants Br[C:2]1[CH:7]=[CH:6][C:5]([Cl:8])=[CH:4][C:3]=1[N+:9]([O-:11])=[O:10].C([O-])([O-])=O.[K+].[K+], predict the reaction product. (2) The product is: [CH2:1]([N:3]1[CH2:4][CH2:5][N:6]([C:9]2[CH:15]=[CH:14][C:12]([NH:13][C:33]3[CH:34]=[C:29]([NH:28][CH3:27])[N:30]=[CH:31][N:32]=3)=[CH:11][CH:10]=2)[CH2:7][CH2:8]1)[CH3:2]. Given the reactants [CH2:1]([N:3]1[CH2:8][CH2:7][N:6]([C:9]2[CH:15]=[CH:14][C:12]([NH2:13])=[CH:11][CH:10]=2)[CH2:5][CH2:4]1)[CH3:2].ClC1C(OC)=CC=C(Cl)C=1N[C:27](=O)[N:28](C)[C:29]1[CH:34]=[C:33](NC2C=CC(N3CCN(C)CC3)=CC=2)[N:32]=[CH:31][N:30]=1, predict the reaction product. (3) Given the reactants C[O:2][C:3]([C:5]1[CH:10]=[C:9]([O:11][CH2:12][CH2:13][N:14]2[CH2:19][CH2:18][O:17][CH2:16][CH2:15]2)[N:8]=[C:7]([N:20]2[CH2:25][CH2:24][O:23][CH2:22][CH2:21]2)[N:6]=1)=O.[NH2:26][C:27]1[CH:28]=[C:29]2[C:33](=[CH:34][CH:35]=1)[NH:32][C:31]([CH3:36])=[C:30]2[CH3:37].C[Al](C)C, predict the reaction product. The product is: [CH3:36][C:31]1[NH:32][C:33]2[C:29]([C:30]=1[CH3:37])=[CH:28][C:27]([NH:26][C:3]([C:5]1[CH:10]=[C:9]([O:11][CH2:12][CH2:13][N:14]3[CH2:15][CH2:16][O:17][CH2:18][CH2:19]3)[N:8]=[C:7]([N:20]3[CH2:25][CH2:24][O:23][CH2:22][CH2:21]3)[N:6]=1)=[O:2])=[CH:35][CH:34]=2. (4) Given the reactants [CH3:1][O:2][C:3]1[CH:8]=[CH:7][C:6]([O:9][C:10]2[CH:15]=[CH:14][CH:13]=[CH:12][CH:11]=2)=[CH:5][CH:4]=1.Cl[S:17]([OH:20])(=[O:19])=[O:18], predict the reaction product. The product is: [CH3:1][O:2][C:3]1[CH:8]=[CH:7][C:6]([O:9][C:10]2[CH:11]=[CH:12][CH:13]=[CH:14][CH:15]=2)=[CH:5][C:4]=1[S:17]([OH:20])(=[O:19])=[O:18]. (5) Given the reactants C(Cl)CCl.[C:5]([O:9][C:10](=[O:18])[C:11]([CH3:17])([CH3:16])[CH2:12][C:13]([OH:15])=[O:14])([CH3:8])([CH3:7])[CH3:6].[Cl:19][C:20]1[CH:25]=[CH:24][C:23]([C:26]2([NH:29][C:30](=[O:65])/[C:31](/[CH3:64])=[CH:32]/[C@:33]34[CH2:59][C:58](=[O:60])[C:57]([CH:61]([CH3:63])[CH3:62])=[C:34]3[C@@H:35]3[C@@:48]([CH3:51])([CH2:49][CH2:50]4)[C@@:47]4([CH3:52])[C@@H:38]([C@:39]5([CH3:56])[C@@H:44]([CH2:45][CH2:46]4)[C:43]([CH3:54])([CH3:53])[C@@H:42](O)[CH2:41][CH2:40]5)[CH2:37][CH2:36]3)[CH2:28][CH2:27]2)=[CH:22][CH:21]=1, predict the reaction product. The product is: [CH3:16][C:11]([CH3:17])([CH2:12][C:13]([O:15][C@H:42]1[CH2:41][CH2:40][C@@:39]2([CH3:56])[C@@H:44]([CH2:45][CH2:46][C@:47]3([CH3:52])[C@@H:38]2[CH2:37][CH2:36][C@H:35]2[C@@:48]3([CH3:51])[CH2:49][CH2:50][C@@:33]3(/[CH:32]=[C:31](\[CH3:64])/[C:30]([NH:29][C:26]4([C:23]5[CH:22]=[CH:21][C:20]([Cl:19])=[CH:25][CH:24]=5)[CH2:27][CH2:28]4)=[O:65])[CH2:59][C:58](=[O:60])[C:57]([CH:61]([CH3:63])[CH3:62])=[C:34]32)[C:43]1([CH3:53])[CH3:54])=[O:14])[C:10]([O:9][C:5]([CH3:8])([CH3:6])[CH3:7])=[O:18]. (6) Given the reactants C1C=CC(P(C2C=CC3C(=CC=CC=3)C=2C2C3C(=CC=CC=3)C=CC=2P(C2C=CC=CC=2)C2C=CC=CC=2)C2C=CC=CC=2)=CC=1.[CH2:47]([O:54][C:55]1[CH:63]=[CH:62][C:61]2[N:60]3[CH2:64][CH2:65]/[C:66](=[CH:67]/[C:68]([O:70][C:71]([CH3:74])([CH3:73])[CH3:72])=[O:69])/[C:59]3=[CH:58][C:57]=2[CH:56]=1)[C:48]1[CH:53]=[CH:52][CH:51]=[CH:50][CH:49]=1.CC(O)(C)C.[NH4+].[Cl-], predict the reaction product. The product is: [CH2:47]([O:54][C:55]1[CH:63]=[CH:62][C:61]2[N:60]3[CH2:64][CH2:65][C@H:66]([CH2:67][C:68]([O:70][C:71]([CH3:74])([CH3:73])[CH3:72])=[O:69])[C:59]3=[CH:58][C:57]=2[CH:56]=1)[C:48]1[CH:49]=[CH:50][CH:51]=[CH:52][CH:53]=1. (7) The product is: [CH:21]1([C:20]#[C:19][C:16]2[CH:15]=[CH:14][C:13]3[O:12][C:11]4[C:6](=[CH:7][C:8]([O:24][CH2:38][C:39]([O:42][CH3:43])([CH3:41])[CH3:40])=[CH:9][CH:10]=4)[C@:5]4([CH2:4][O:3][C:2]([NH2:1])=[N:25]4)[C:18]=3[CH:17]=2)[CH2:23][CH2:22]1. Given the reactants [NH2:1][C:2]1[O:3][CH2:4][C@:5]2([N:25]=1)[C:18]1[CH:17]=[C:16]([C:19]#[C:20][CH:21]3[CH2:23][CH2:22]3)[CH:15]=[CH:14][C:13]=1[O:12][C:11]1[C:6]2=[CH:7][C:8]([OH:24])=[CH:9][CH:10]=1.C(=O)([O-])[O-].[Cs+].[Cs+].CN(C=O)C.I[CH2:38][C:39]([O:42][CH3:43])([CH3:41])[CH3:40], predict the reaction product.